Dataset: Forward reaction prediction with 1.9M reactions from USPTO patents (1976-2016). Task: Predict the product of the given reaction. (1) Given the reactants [Mg].C(Br)C.[CH:5]1([C:8]#[CH:9])[CH2:7][CH2:6]1.CC.[CH3:12][O:13][CH:14](OC)[O:15][CH3:16], predict the reaction product. The product is: [CH3:12][O:13][CH:14]([O:15][CH3:16])[C:9]#[C:8][CH:5]1[CH2:7][CH2:6]1. (2) Given the reactants [NH2:1][CH2:2][CH2:3][CH2:4][CH2:5][CH2:6][C:7](=[O:12])[C:8]([NH:10][CH3:11])=[O:9].[Cl:13][C:14]1[CH:19]=[CH:18][C:17]([S:20](Cl)(=[O:22])=[O:21])=[CH:16][CH:15]=1.CCN(CC)CC.O, predict the reaction product. The product is: [Cl:13][C:14]1[CH:19]=[CH:18][C:17]([S:20]([NH:1][CH2:2][CH2:3][CH2:4][CH2:5][CH2:6][C:7](=[O:12])[C:8]([NH:10][CH3:11])=[O:9])(=[O:22])=[O:21])=[CH:16][CH:15]=1. (3) The product is: [ClH:22].[CH3:10][N:11]1[C:15]([CH2:16][CH2:17][C:18]([OH:20])=[O:19])=[CH:14][NH:13][CH2:12]1. Given the reactants [OH-].[Na+].FC(F)(F)C(O)=O.[CH3:10][N:11]1[C:15]([CH2:16][CH2:17][C:18]([O:20]C)=[O:19])=[CH:14][N:13]=[CH:12]1.[ClH:22], predict the reaction product. (4) Given the reactants [CH2:1]([NH:5][C:6]1[N:14]=[C:13]([C:15]([F:18])([F:17])[F:16])[CH:12]=[CH:11][C:7]=1[C:8]([OH:10])=O)[CH:2]([CH3:4])[CH3:3].CCN=C=NCCCN(C)C.C1C=CC2N(O)N=NC=2C=1.CCN(C(C)C)C(C)C.[CH3:49][C:50]([NH2:54])([C:52]#[CH:53])[CH3:51], predict the reaction product. The product is: [CH2:1]([NH:5][C:6]1[N:14]=[C:13]([C:15]([F:18])([F:17])[F:16])[CH:12]=[CH:11][C:7]=1[C:8]([NH:54][C:50]([CH3:51])([C:52]#[CH:53])[CH3:49])=[O:10])[CH:2]([CH3:3])[CH3:4].